This data is from Reaction yield outcomes from USPTO patents with 853,638 reactions. The task is: Predict the reaction yield, written as a fraction of the theoretical maximum amount of product (1.0 means a 100% yield; for example, 0.34 means a 34% yield). (1) The reactants are [Cl:1][CH2:2]C(CCl)=O.[CH2:7]([O:14][C:15]([NH:17][C@H:18]([C:26]([OH:28])=O)[CH2:19][C:20]1[CH:25]=[CH:24][CH:23]=[CH:22][CH:21]=1)=[O:16])[C:8]1[CH:13]=[CH:12][CH:11]=[CH:10][CH:9]=1.[BH4-].[Na+]. The catalyst is CO.O1CCCC1. The product is [CH2:7]([O:14][C:15]([NH:17][C@@H:18]([CH2:19][C:20]1[CH:21]=[CH:22][CH:23]=[CH:24][CH:25]=1)[C@H:26]([OH:28])[CH2:2][Cl:1])=[O:16])[C:8]1[CH:9]=[CH:10][CH:11]=[CH:12][CH:13]=1. The yield is 0.430. (2) The reactants are Cl[C:2]([O:4][CH2:5][CH3:6])=[O:3].[OH:7][CH2:8][C:9]1[CH:22]=[CH:21][C:20]2[C:19](=[O:23])[C:18]3[C:13](=[CH:14][CH:15]=[CH:16][CH:17]=3)[C:12](=[O:24])[C:11]=2[CH:10]=1.C(OCC)(=O)C.CCCCCCC. The catalyst is CN(C1C=CN=CC=1)C.ClCCl. The product is [C:2](=[O:3])([O:4][CH2:5][CH3:6])[O:7][CH2:8][C:9]1[CH:22]=[CH:21][C:20]2[C:19](=[O:23])[C:18]3[C:13](=[CH:14][CH:15]=[CH:16][CH:17]=3)[C:12](=[O:24])[C:11]=2[CH:10]=1. The yield is 0.440. (3) The reactants are [NH2:1][C@@H:2]1[C:10]2[C:5](=[CH:6][CH:7]=[CH:8][CH:9]=2)[CH2:4][C@@H:3]1[OH:11].C(N(CC)CC)C.[CH3:19][C:20]([O:23][C:24](O[C:24]([O:23][C:20]([CH3:22])([CH3:21])[CH3:19])=[O:25])=[O:25])([CH3:22])[CH3:21]. The catalyst is C1COCC1. The product is [C:20]([O:23][C:24](=[O:25])[NH:1][C@@H:2]1[C:10]2[C:5](=[CH:6][CH:7]=[CH:8][CH:9]=2)[CH2:4][C@@H:3]1[OH:11])([CH3:22])([CH3:21])[CH3:19]. The yield is 0.990. (4) The catalyst is CN(C=O)C. The reactants are [CH2:1]([C:5]1[CH:10]=[CH:9][C:8]([OH:11])=[CH:7][C:6]=1[O:12][CH2:13][CH2:14][C:15]1[N:16]=[C:17]([C:21]2[CH:26]=[CH:25][CH:24]=[CH:23][CH:22]=2)[O:18][C:19]=1[CH3:20])[CH2:2][CH2:3][CH3:4].Br[C:28]([CH3:35])([CH3:34])[C:29]([O:31][CH2:32][CH3:33])=[O:30].C(=O)([O-])[O-].[Cs+].[Cs+]. The product is [CH2:32]([O:31][C:29](=[O:30])[C:28]([O:11][C:8]1[CH:9]=[CH:10][C:5]([CH2:1][CH2:2][CH2:3][CH3:4])=[C:6]([O:12][CH2:13][CH2:14][C:15]2[N:16]=[C:17]([C:21]3[CH:22]=[CH:23][CH:24]=[CH:25][CH:26]=3)[O:18][C:19]=2[CH3:20])[CH:7]=1)([CH3:35])[CH3:34])[CH3:33]. The yield is 0.680. (5) The reactants are [C:1]([C:5]1[CH:9]=[C:8]([NH:10][C:11]([NH:13][C:14]2[CH:19]=[CH:18][C:17]([O:20][C:21]3[CH:26]=[CH:25][N:24]=[C:23]([C:27]4[CH:28]=[N:29][N:30]([CH3:32])[CH:31]=4)[CH:22]=3)=[CH:16][C:15]=2[F:33])=[O:12])[N:7]([C:34]2[CH:35]=[C:36]([CH:42]=[CH:43][CH:44]=2)[C:37](OCC)=[O:38])[N:6]=1)([CH3:4])([CH3:3])[CH3:2].[H-].[H-].[H-].[H-].[Li+].[Al+3].C1COCC1. The catalyst is O1CCCC1. The product is [C:1]([C:5]1[CH:9]=[C:8]([NH:10][C:11]([NH:13][C:14]2[CH:19]=[CH:18][C:17]([O:20][C:21]3[CH:26]=[CH:25][N:24]=[C:23]([C:27]4[CH:28]=[N:29][N:30]([CH3:32])[CH:31]=4)[CH:22]=3)=[CH:16][C:15]=2[F:33])=[O:12])[N:7]([C:34]2[CH:44]=[CH:43][CH:42]=[C:36]([CH2:37][OH:38])[CH:35]=2)[N:6]=1)([CH3:4])([CH3:2])[CH3:3]. The yield is 0.820. (6) The yield is 0.730. The reactants are [CH3:1][C:2]([NH:14][C:15]1[C:16](=[O:37])[N:17]([C:27]2[CH:32]=[CH:31][C:30]([O:33][CH:34]([F:36])[F:35])=[CH:29][CH:28]=2)[CH:18]([C:20]2[CH:25]=[CH:24][CH:23]=[CH:22][C:21]=2[F:26])[CH:19]=1)([C:4]1[CH:9]=[CH:8][CH:7]=[C:6]([C:10]([F:13])([F:12])[F:11])[N:5]=1)[CH3:3].C([BH3-])#N.[Na+]. The catalyst is CC(O)=O. The product is [CH3:3][C:2]([NH:14][CH:15]1[CH2:19][CH:18]([C:20]2[CH:25]=[CH:24][CH:23]=[CH:22][C:21]=2[F:26])[N:17]([C:27]2[CH:28]=[CH:29][C:30]([O:33][CH:34]([F:36])[F:35])=[CH:31][CH:32]=2)[C:16]1=[O:37])([C:4]1[CH:9]=[CH:8][CH:7]=[C:6]([C:10]([F:11])([F:12])[F:13])[N:5]=1)[CH3:1]. (7) The reactants are [C:1]1([N:11]2[C:23]3[CH:22]=[CH:21][CH:20]=[CH:19][C:18]=3[C:17]3[C:12]2=[CH:13][CH:14]=[CH:15][CH:16]=3)[C:10]2[C:5](=[CH:6][CH:7]=[CH:8][CH:9]=2)[CH:4]=[CH:3][CH:2]=1.[Br:24]N1C(=O)CCC1=O. The catalyst is C1(C)C=CC=CC=1.C(OCC)(=O)C. The product is [Br:24][C:20]1[CH:21]=[CH:22][C:23]2[N:11]([C:1]3[C:10]4[C:5](=[CH:6][CH:7]=[CH:8][CH:9]=4)[CH:4]=[CH:3][CH:2]=3)[C:12]3[C:17]([C:18]=2[CH:19]=1)=[CH:16][CH:15]=[CH:14][CH:13]=3. The yield is 0.990. (8) The catalyst is C(Cl)Cl. The product is [CH:30]1([N:21]2[CH2:22][C:23]([F:28])([F:29])[C:24](=[O:27])[N:25]([CH3:26])[C:19]3[CH:18]=[N:17][C:16]([NH:15][C:10]4[CH:9]=[CH:8][C:7]([C:6]([NH:5][CH:3]5[CH2:4][N:1]([S:48]([CH3:47])(=[O:50])=[O:49])[CH2:2]5)=[O:37])=[CH:12][C:11]=4[O:13][CH3:14])=[N:35][C:20]2=3)[CH2:34][CH2:33][CH2:32][CH2:31]1. The reactants are [NH:1]1[CH2:4][CH:3]([NH:5][C:6](=[O:37])[C:7]2[CH:12]=[C:11]([O:13][CH3:14])[C:10]([NH:15][C:16]3[N:17]=[CH:18][C:19]4[N:25]([CH3:26])[C:24](=[O:27])[C:23]([F:29])([F:28])[CH2:22][N:21]([CH:30]5[CH2:34][CH2:33][CH2:32][CH2:31]5)[C:20]=4[N:35]=3)=[CH:9][C:8]=2F)[CH2:2]1.CCN(C(C)C)C(C)C.[CH3:47][S:48](Cl)(=[O:50])=[O:49]. The yield is 0.0900. (9) The reactants are [NH2:1][C:2]1[CH:28]=[CH:27][C:5]([CH2:6][C:7]2[C:11]3[C:12](=[O:26])[N:13]([C:20]4[CH:25]=[CH:24][CH:23]=[CH:22][CH:21]=4)[C:14]4[N:15]=[CH:16][CH:17]=[CH:18][C:19]=4[C:10]=3[NH:9][N:8]=2)=[CH:4][CH:3]=1.[CH3:29][S:30](Cl)(=[O:32])=[O:31].O. The catalyst is N1C=CC=CC=1. The product is [CH3:29][S:30]([NH:1][C:2]1[CH:28]=[CH:27][C:5]([CH2:6][C:7]2[C:11]3[C:12](=[O:26])[N:13]([C:20]4[CH:25]=[CH:24][CH:23]=[CH:22][CH:21]=4)[C:14]4[N:15]=[CH:16][CH:17]=[CH:18][C:19]=4[C:10]=3[NH:9][N:8]=2)=[CH:4][CH:3]=1)(=[O:32])=[O:31]. The yield is 0.650. (10) The reactants are [CH3:1][C:2]1[O:6][C:5]([C:7]2[CH:12]=[CH:11][CH:10]=[CH:9][CH:8]=2)=[N:4][C:3]=1[CH2:13][O:14][C:15]1[CH:44]=[CH:43][C:18]2[C:19]([C:37]3[CH:42]=[CH:41][CH:40]=[CH:39][CH:38]=3)=[C:20]([CH2:22][O:23][C:24]3[C:28]([CH2:29][OH:30])=[CH:27][N:26]([C:31]4[CH:36]=[CH:35][CH:34]=[CH:33][CH:32]=4)[N:25]=3)[O:21][C:17]=2[CH:16]=1. The catalyst is [O-2].[O-2].[Mn+4].O1CCCC1. The product is [CH3:1][C:2]1[O:6][C:5]([C:7]2[CH:8]=[CH:9][CH:10]=[CH:11][CH:12]=2)=[N:4][C:3]=1[CH2:13][O:14][C:15]1[CH:44]=[CH:43][C:18]2[C:19]([C:37]3[CH:38]=[CH:39][CH:40]=[CH:41][CH:42]=3)=[C:20]([CH2:22][O:23][C:24]3[C:28]([CH:29]=[O:30])=[CH:27][N:26]([C:31]4[CH:32]=[CH:33][CH:34]=[CH:35][CH:36]=4)[N:25]=3)[O:21][C:17]=2[CH:16]=1. The yield is 0.860.